Dataset: Peptide-MHC class II binding affinity with 134,281 pairs from IEDB. Task: Regression. Given a peptide amino acid sequence and an MHC pseudo amino acid sequence, predict their binding affinity value. This is MHC class II binding data. (1) The binding affinity (normalized) is 0.0146. The peptide sequence is GPKDNGGACGYKDVD. The MHC is DRB1_1101 with pseudo-sequence DRB1_1101. (2) The peptide sequence is QKQITKIQNFRVYYR. The MHC is DRB1_0401 with pseudo-sequence DRB1_0401. The binding affinity (normalized) is 0.457.